Dataset: Full USPTO retrosynthesis dataset with 1.9M reactions from patents (1976-2016). Task: Predict the reactants needed to synthesize the given product. (1) The reactants are: [OH:1][CH:2]1[O:6][C@H:5]2[CH2:7][C:8]([CH:10]=[O:11])=[CH:9][C@H:4]2[CH2:3]1.C[N+]1([O-])CCOCC1. Given the product [O:1]=[C:2]1[O:6][C@H:5]2[CH2:7][C:8]([CH:10]=[O:11])=[CH:9][C@H:4]2[CH2:3]1, predict the reactants needed to synthesize it. (2) Given the product [CH3:23][S:20]([N:17]1[CH2:18][CH2:19][N:14]([C:11]([C:9]2[S:10][C:5]3[C:4]([N:24]4[CH2:29][CH2:28][O:27][CH2:26][CH2:25]4)=[N:3][C:2]([C:34]4[CH:33]=[N:32][C:31]([NH2:30])=[N:36][CH:35]=4)=[N:7][C:6]=3[CH:8]=2)([CH3:13])[CH3:12])[CH2:15][CH2:16]1)(=[O:22])=[O:21], predict the reactants needed to synthesize it. The reactants are: Cl[C:2]1[N:3]=[C:4]([N:24]2[CH2:29][CH2:28][O:27][CH2:26][CH2:25]2)[C:5]2[S:10][C:9]([C:11]([N:14]3[CH2:19][CH2:18][N:17]([S:20]([CH3:23])(=[O:22])=[O:21])[CH2:16][CH2:15]3)([CH3:13])[CH3:12])=[CH:8][C:6]=2[N:7]=1.[NH2:30][C:31]1[N:36]=[CH:35][C:34](B2OC(C)(C)C(C)(C)O2)=[CH:33][N:32]=1. (3) Given the product [N:1]1([C:7]2[N:12]=[CH:11][C:10]([NH:13][C:38]([C:31]3[N:32]([CH2:36][CH3:37])[C:33]4[C:29]([CH:30]=3)=[CH:28][C:27]([Cl:26])=[CH:35][CH:34]=4)=[O:40])=[CH:9][CH:8]=2)[CH2:6][CH2:5][NH:4][CH2:3][CH2:2]1, predict the reactants needed to synthesize it. The reactants are: [N:1]1([C:7]2[N:12]=[CH:11][C:10]([NH:13]C(C3SC4C=CC=C(Cl)C=4C=3)=O)=[CH:9][CH:8]=2)[CH2:6][CH2:5][NH:4][CH2:3][CH2:2]1.[Cl:26][C:27]1[CH:28]=[C:29]2[C:33](=[CH:34][CH:35]=1)[N:32]([CH2:36][CH3:37])[C:31]([C:38]([OH:40])=O)=[CH:30]2.C(OC(N1CCN(C2C=CC(N)=CN=2)CC1)=O)(C)(C)C. (4) Given the product [NH2:1][C:2]1[C:3]([C:17]([O:19][CH3:20])=[O:18])=[N:4][C:5]([C:22]2[C:27]([C:28]([F:30])([F:31])[F:29])=[C:26]([O:32][CH3:33])[CH:25]=[CH:24][N:23]=2)=[CH:6][N:7]=1, predict the reactants needed to synthesize it. The reactants are: [NH2:1][C:2]1[C:3]([C:17]([O:19][CH3:20])=[O:18])=[N:4][C:5](B2OC(C)(C)C(C)(C)O2)=[CH:6][N:7]=1.Br[C:22]1[C:27]([C:28]([F:31])([F:30])[F:29])=[C:26]([O:32][CH3:33])[CH:25]=[CH:24][N:23]=1.P([O-])([O-])([O-])=O.[K+].[K+].[K+].ClC1C(P(C2CCCCC2)C2CCCCC2)=C(C2C(C(C)C)=CC(C(C)C)=CC=2C(C)C)C=CC=1.[Cl-].[NH4+]. (5) Given the product [CH3:19][C:20]1[N:21]=[CH:22][N:23]([C:25]2[CH:26]=[C:27]([CH:31]=[C:32]([C:34]([F:37])([F:35])[F:36])[CH:33]=2)[C:28]([NH:1][C:2]2[CH:7]=[CH:6][CH:5]=[C:4]([NH:8][C:9]3[CH:17]=[C:16]4[C:12]([CH2:13][C:14](=[O:18])[NH:15]4)=[CH:11][CH:10]=3)[CH:3]=2)=[O:29])[CH:24]=1, predict the reactants needed to synthesize it. The reactants are: [NH2:1][C:2]1[CH:3]=[C:4]([NH:8][C:9]2[CH:17]=[C:16]3[C:12]([CH2:13][C:14](=[O:18])[NH:15]3)=[CH:11][CH:10]=2)[CH:5]=[CH:6][CH:7]=1.[CH3:19][C:20]1[N:21]=[CH:22][N:23]([C:25]2[CH:26]=[C:27]([CH:31]=[C:32]([C:34]([F:37])([F:36])[F:35])[CH:33]=2)[C:28](O)=[O:29])[CH:24]=1.C(N(CC)C(C)C)(C)C.CN(C(ON1N=NC2C=CC=NC1=2)=[N+](C)C)C.F[P-](F)(F)(F)(F)F. (6) Given the product [NH2:1][C:2]1[C:11]2[CH:10]=[CH:9][C:8]([F:12])=[C:7]([C:22]3[C:23]([O:27][CH3:28])=[CH:24][CH:25]=[CH:26][C:21]=3[F:20])[C:6]=2[N:5]=[C:4]2[CH2:14][N:15]([CH2:18][CH3:19])[C:16](=[O:17])[C:3]=12, predict the reactants needed to synthesize it. The reactants are: [NH2:1][C:2]1[C:11]2[CH:10]=[CH:9][C:8]([F:12])=[C:7](Br)[C:6]=2[N:5]=[C:4]2[CH2:14][N:15]([CH2:18][CH3:19])[C:16](=[O:17])[C:3]=12.[F:20][C:21]1[CH:26]=[CH:25][CH:24]=[C:23]([O:27][CH3:28])[C:22]=1B(O)O. (7) Given the product [Br:1][C:2]1[CH:7]=[C:6]([CH3:8])[CH:5]=[CH:4][C:3]=1[O:9][CH:15]([CH:11]([CH3:10])[CH:12]=[CH2:13])[CH3:16], predict the reactants needed to synthesize it. The reactants are: [Br:1][C:2]1[CH:7]=[C:6]([CH3:8])[CH:5]=[CH:4][C:3]=1[OH:9].[CH3:10][CH:11]([CH:15]=[CH2:16])[CH:12](O)[CH3:13].C1C=CC(P(C2C=CC=CC=2)C2C=CC=CC=2)=CC=1.CCOC(/N=N/C(OCC)=O)=O. (8) Given the product [CH3:1][O:2][C:3]([C:5]1[CH:6]=[C:7]2[C:11](=[CH:12][CH:13]=1)[NH:10][CH:9]=[C:8]2[C:21](=[O:22])[CH2:20][CH2:19][CH2:18][C:17]([O:16][CH3:15])=[O:24])=[O:4], predict the reactants needed to synthesize it. The reactants are: [CH3:1][O:2][C:3]([C:5]1[CH:6]=[C:7]2[C:11](=[CH:12][CH:13]=1)[NH:10][CH:9]=[CH:8]2)=[O:4].[Cl-].[CH3:15][O:16][C:17](=[O:24])[CH2:18][CH2:19][CH2:20][C:21](O)=[O:22]. (9) Given the product [F:14][C:5]1[CH:4]=[CH:3][C:2]([B:20]([OH:24])[OH:21])=[CH:7][C:6]=1[C:8]1[CH:13]=[CH:12][N:11]=[CH:10][CH:9]=1, predict the reactants needed to synthesize it. The reactants are: Br[C:2]1[CH:3]=[CH:4][C:5]([F:14])=[C:6]([C:8]2[CH:13]=[CH:12][N:11]=[CH:10][CH:9]=2)[CH:7]=1.C([O-])(=O)C.[K+].[B:20]1(B2OC(C)(C)C(C)(C)O2)[O:24]C(C)(C)C(C)(C)[O:21]1. (10) Given the product [CH3:1][N:2]([CH3:47])[C:3]([C:5]1[NH:6][N:7]=[C:8]([C:10]2[CH:11]=[C:12]3[C:18]([C:19]4[CH:24]=[CH:23][CH:22]=[CH:21][C:20]=4[O:25][CH3:26])=[CH:17][NH:16][C:13]3=[N:14][CH:15]=2)[CH:9]=1)=[O:4], predict the reactants needed to synthesize it. The reactants are: [CH3:1][N:2]([CH3:47])[C:3]([C:5]1[N:6](S(C2C=CC(C)=CC=2)(=O)=O)[N:7]=[C:8]([C:10]2[CH:11]=[C:12]3[C:18]([C:19]4[CH:24]=[CH:23][CH:22]=[CH:21][C:20]=4[O:25][CH3:26])=[CH:17][N:16](S(C4C=CC(C)=CC=4)(=O)=O)[C:13]3=[N:14][CH:15]=2)[CH:9]=1)=[O:4].CN(C)C=O.[OH-].[K+].C(O)(=O)C.